Dataset: Forward reaction prediction with 1.9M reactions from USPTO patents (1976-2016). Task: Predict the product of the given reaction. (1) The product is: [C:12]([C@H:16]1[CH2:21][CH2:20][C@H:19]([O:22][C:23]2[CH:32]=[C:31]([I:33])[C:30]3[C:25](=[CH:26][CH:27]=[CH:28][CH:29]=3)[C:24]=2[CH2:34][N:1]2[CH2:2][CH2:3][CH:4]([C:5]([O:7][CH2:8][CH3:9])=[O:6])[CH2:10][CH2:11]2)[CH2:18][CH2:17]1)([CH3:15])([CH3:14])[CH3:13]. Given the reactants [NH:1]1[CH2:11][CH2:10][CH:4]([C:5]([O:7][CH2:8][CH3:9])=[O:6])[CH2:3][CH2:2]1.[C:12]([C@H:16]1[CH2:21][CH2:20][C@H:19]([O:22][C:23]2[CH:32]=[C:31]([I:33])[C:30]3[C:25](=[CH:26][CH:27]=[CH:28][CH:29]=3)[C:24]=2[CH:34]=O)[CH2:18][CH2:17]1)([CH3:15])([CH3:14])[CH3:13].C(O[BH-](OC(=O)C)OC(=O)C)(=O)C.[Na+], predict the reaction product. (2) Given the reactants [C:1]([CH2:4][CH2:5][C:6]1[C:7]([CH3:13])=[C:8]([CH:11]=O)[NH:9][CH:10]=1)([OH:3])=[O:2].[CH3:14][O:15][C:16]1[CH:17]=[C:18]([C:22]2[CH:30]=[C:29]3[C:25]([CH2:26][C:27](=[O:31])[NH:28]3)=[CH:24][CH:23]=2)[CH:19]=[CH:20][CH:21]=1, predict the reaction product. The product is: [CH3:14][O:15][C:16]1[CH:17]=[C:18]([C:22]2[CH:30]=[C:29]3[C:25]([C:26](=[CH:11][C:8]4[NH:9][CH:10]=[C:6]([CH2:5][CH2:4][C:1]([OH:3])=[O:2])[C:7]=4[CH3:13])[C:27](=[O:31])[NH:28]3)=[CH:24][CH:23]=2)[CH:19]=[CH:20][CH:21]=1. (3) Given the reactants [NH2:1][C:2]1[CH:7]=[CH:6][C:5](Br)=[C:4]([CH3:9])[N:3]=1.[N:10]1([S:16]([C:19]2[CH:24]=[CH:23][C:22]([SH:25])=[CH:21][CH:20]=2)(=[O:18])=[O:17])[CH2:15][CH2:14][O:13][CH2:12][CH2:11]1.[Cl:26][C:27]1[CH:32]=[C:31]([C:33]([F:36])([F:35])[F:34])[CH:30]=[CH:29][C:28]=1[S:37](Cl)(=[O:39])=[O:38], predict the reaction product. The product is: [Cl:26][C:27]1[CH:32]=[C:31]([C:33]([F:35])([F:34])[F:36])[CH:30]=[CH:29][C:28]=1[S:37]([NH:1][C:2]1[CH:7]=[CH:6][C:5]([S:25][C:22]2[CH:21]=[CH:20][C:19]([S:16]([N:10]3[CH2:11][CH2:12][O:13][CH2:14][CH2:15]3)(=[O:18])=[O:17])=[CH:24][CH:23]=2)=[C:4]([CH3:9])[N:3]=1)(=[O:39])=[O:38]. (4) Given the reactants C([O:5][C:6](=O)[NH:7][CH2:8][CH2:9][CH2:10][NH:11][C:12]([C:14]1[N:15]=[CH:16][C:17]2[C:18](=[O:32])[N:19]([CH2:25][C:26]3[CH:31]=[CH:30][CH:29]=[CH:28][CH:27]=3)[CH:20]=[CH:21][C:22]=2[C:23]=1[OH:24])=[O:13])(C)(C)C.FC(F)(F)C(O)=O.C(N(CC)CC)C.C(OCC)=O, predict the reaction product. The product is: [CH:6]([NH:7][CH2:8][CH2:9][CH2:10][NH:11][C:12]([C:14]1[N:15]=[CH:16][C:17]2[C:18](=[O:32])[N:19]([CH2:25][C:26]3[CH:27]=[CH:28][CH:29]=[CH:30][CH:31]=3)[CH:20]=[CH:21][C:22]=2[C:23]=1[OH:24])=[O:13])=[O:5]. (5) Given the reactants [CH3:1][O:2][C:3]1[C:8]2[N:9]=[C:10]([NH2:12])[S:11][C:7]=2[C:6]([NH:13][CH2:14][CH2:15][O:16][CH3:17])=[CH:5][CH:4]=1.[C:18](Cl)(=[O:20])[CH3:19].[Br:22][C:23]1[CH:24]=[C:25]([CH:29]=[CH:30][N:31]=1)[C:26](O)=[O:27].CN(C(ON1N=NC2C=CC=NC1=2)=[N+](C)C)C.F[P-](F)(F)(F)(F)F.CN1CCOCC1, predict the reaction product. The product is: [C:18]([N:13]([CH2:14][CH2:15][O:16][CH3:17])[C:6]1[C:7]2[S:11][C:10]([NH:12][C:26](=[O:27])[C:25]3[CH:29]=[CH:30][N:31]=[C:23]([Br:22])[CH:24]=3)=[N:9][C:8]=2[C:3]([O:2][CH3:1])=[CH:4][CH:5]=1)(=[O:20])[CH3:19].